From a dataset of Full USPTO retrosynthesis dataset with 1.9M reactions from patents (1976-2016). Predict the reactants needed to synthesize the given product. (1) Given the product [C:1]([O:5][C:6]([N:8]1[CH2:9][CH:10]([C:12]2[CH:13]=[C:14]3[C:18](=[CH:19][CH:20]=2)[N:17]([S:32]([C:29]2[CH:30]=[CH:31][C:26]([CH:23]([CH3:25])[CH3:24])=[CH:27][CH:28]=2)(=[O:34])=[O:33])[CH:16]=[CH:15]3)[CH2:11]1)=[O:7])([CH3:4])([CH3:2])[CH3:3], predict the reactants needed to synthesize it. The reactants are: [C:1]([O:5][C:6]([N:8]1[CH2:11][CH:10]([C:12]2[CH:13]=[C:14]3[C:18](=[CH:19][CH:20]=2)[NH:17][CH:16]=[CH:15]3)[CH2:9]1)=[O:7])([CH3:4])([CH3:3])[CH3:2].[H-].[Na+].[CH:23]([C:26]1[CH:31]=[CH:30][C:29]([S:32](Cl)(=[O:34])=[O:33])=[CH:28][CH:27]=1)([CH3:25])[CH3:24].O. (2) Given the product [CH:25]1([S:28]([O:24][C:20]2[CH:21]=[CH:22][CH:23]=[C:18]([C:8]3([C:4]4[CH:5]=[CH:6][CH:7]=[C:2]([Br:1])[CH:3]=4)[C:12]4=[N:13][CH2:14][CH2:15][CH2:16][N:11]4[C:10](=[S:17])[NH:9]3)[CH:19]=2)(=[O:30])=[O:29])[CH2:27][CH2:26]1, predict the reactants needed to synthesize it. The reactants are: [Br:1][C:2]1[CH:3]=[C:4]([C:8]2([C:18]3[CH:23]=[CH:22][CH:21]=[C:20]([OH:24])[CH:19]=3)[C:12]3=[N:13][CH2:14][CH2:15][CH2:16][N:11]3[C:10](=[S:17])[NH:9]2)[CH:5]=[CH:6][CH:7]=1.[CH:25]1([S:28](Cl)(=[O:30])=[O:29])[CH2:27][CH2:26]1. (3) The reactants are: [S:1]1[C:5]2[CH:6]=[CH:7][CH:8]=[CH:9][C:4]=2[C:3]([N:10]2[CH2:15][CH2:14][N:13]([CH2:16][CH2:17][C:18]3[CH:19]=[C:20]4[C:24](=[CH:25][C:26]=3[Cl:27])[NH:23][C:22](=[O:28])[CH2:21]4)[CH2:12][CH2:11]2)=[N:2]1.CN1CCCC1=O.Cl. Given the product [ClH:27].[S:1]1[C:5]2[CH:6]=[CH:7][CH:8]=[CH:9][C:4]=2[C:3]([N:10]2[CH2:11][CH2:12][N:13]([CH2:16][CH2:17][C:18]3[CH:19]=[C:20]4[C:24](=[CH:25][C:26]=3[Cl:27])[NH:23][C:22](=[O:28])[CH2:21]4)[CH2:14][CH2:15]2)=[N:2]1, predict the reactants needed to synthesize it.